Task: Predict which catalyst facilitates the given reaction.. Dataset: Catalyst prediction with 721,799 reactions and 888 catalyst types from USPTO Product: [C:47]([O:46][C:44]([N:41]1[CH2:42][CH2:43][CH:38]([N:37]2[CH2:17][CH2:16][C@@H:15]([CH2:19][C:20]3[C:25]([Cl:26])=[CH:24][C:23]([O:27][CH2:28][C:29]4[CH:34]=[CH:33][CH:32]=[CH:31][CH:30]=4)=[CH:22][C:21]=3[Cl:35])[C:14]2=[O:36])[CH2:39][CH2:40]1)=[O:45])([CH3:50])([CH3:48])[CH3:49]. The catalyst class is: 2. Reactant: C([C@@H]1COC(=O)N1[C:14](=[O:36])[C@H:15]([CH2:19][C:20]1[C:25]([Cl:26])=[CH:24][C:23]([O:27][CH2:28][C:29]2[CH:34]=[CH:33][CH:32]=[CH:31][CH:30]=2)=[CH:22][C:21]=1[Cl:35])[CH2:16][CH:17]=O)C1C=CC=CC=1.[NH2:37][CH:38]1[CH2:43][CH2:42][N:41]([C:44]([O:46][C:47]([CH3:50])([CH3:49])[CH3:48])=[O:45])[CH2:40][CH2:39]1.C(O)(=O)C.C(O[BH-](OC(=O)C)OC(=O)C)(=O)C.[Na+].